From a dataset of Catalyst prediction with 721,799 reactions and 888 catalyst types from USPTO. Predict which catalyst facilitates the given reaction. (1) Reactant: [CH3:1][O:2][C:3](=[O:13])[CH2:4][C:5]1[CH:10]=[CH:9][C:8]([Cl:11])=[CH:7][C:6]=1[Cl:12].[CH2:14]=O.C[O-].[Na+].Cl. Product: [CH3:1][O:2][C:3](=[O:13])[C:4]([C:5]1[CH:10]=[CH:9][C:8]([Cl:11])=[CH:7][C:6]=1[Cl:12])=[CH2:14]. The catalyst class is: 16. (2) Reactant: [NH2:1][C:2]1[CH:7]=[CH:6][CH:5]=[C:4]([C:8]2[CH:13]=[CH:12][N:11]=[C:10]3[NH:14][C:15]([C:17]4[CH:18]=[N:19][N:20]([CH3:22])[CH:21]=4)=[N:16][C:9]=23)[C:3]=1[CH2:23][OH:24].C[Al](C)C.[C:29]([C:33]1[O:37][N:36]=[C:35]([C:38](OCC)=[O:39])[N:34]=1)([CH3:32])([CH3:31])[CH3:30]. Product: [C:29]([C:33]1[O:37][N:36]=[C:35]([C:38]([NH:1][C:2]2[CH:7]=[CH:6][CH:5]=[C:4]([C:8]3[CH:13]=[CH:12][N:11]=[C:10]4[NH:14][C:15]([C:17]5[CH:18]=[N:19][N:20]([CH3:22])[CH:21]=5)=[N:16][C:9]=34)[C:3]=2[CH2:23][OH:24])=[O:39])[N:34]=1)([CH3:32])([CH3:30])[CH3:31]. The catalyst class is: 11.